The task is: Predict the product of the given reaction.. This data is from Forward reaction prediction with 1.9M reactions from USPTO patents (1976-2016). (1) Given the reactants [C:1]([O:8][CH3:9])(=[O:7])/[CH:2]=[CH:3]/[C:4]([OH:6])=[O:5].Cl[CH2:11][C:12]([N:14]1[CH2:19][CH2:18][O:17][CH2:16][CH2:15]1)=[O:13], predict the reaction product. The product is: [C:1]([O:8][CH3:9])(=[O:7])/[CH:2]=[CH:3]/[C:4]([O:6][CH2:11][C:12]([N:14]1[CH2:19][CH2:18][O:17][CH2:16][CH2:15]1)=[O:13])=[O:5]. (2) Given the reactants [F:1][C:2]([F:7])([F:6])[C:3]([OH:5])=[O:4].[F:8][C:9]([F:14])([F:13])[C:10]([OH:12])=[O:11].FC(F)(F)C(O)=O.[Cl:22][C:23]1[CH:24]=[N:25][C:26]2[NH:27][C:28]3[CH:29]=[N:30][CH:31]=[C:32]([CH:53]=3)[CH2:33][CH2:34][C:35]3[CH:43]=[C:39]([NH:40][C:41]=1[N:42]=2)[CH:38]=[CH:37][C:36]=3[O:44][CH2:45][CH2:46][CH:47]1[CH2:52][CH2:51][NH:50][CH2:49][CH2:48]1.[N:54]([C:57]1[C:65]2[O:64][C:63]([CH3:67])([CH3:66])[CH2:62][C:61]=2[CH:60]=[CH:59][CH:58]=1)=[C:55]=[O:56], predict the reaction product. The product is: [F:1][C:2]([F:7])([F:6])[C:3]([OH:5])=[O:4].[F:8][C:9]([F:14])([F:13])[C:10]([OH:12])=[O:11].[Cl:22][C:23]1[CH:24]=[N:25][C:26]2[NH:27][C:28]3[CH:29]=[N:30][CH:31]=[C:32]([CH:53]=3)[CH2:33][CH2:34][C:35]3[CH:43]=[C:39]([NH:40][C:41]=1[N:42]=2)[CH:38]=[CH:37][C:36]=3[O:44][CH2:45][CH2:46][CH:47]1[CH2:48][CH2:49][N:50]([C:55]([NH:54][C:57]2[C:65]3[O:64][C:63]([CH3:67])([CH3:66])[CH2:62][C:61]=3[CH:60]=[CH:59][CH:58]=2)=[O:56])[CH2:51][CH2:52]1.